From a dataset of Reaction yield outcomes from USPTO patents with 853,638 reactions. Predict the reaction yield, written as a fraction of the theoretical maximum amount of product (1.0 means a 100% yield; for example, 0.34 means a 34% yield). (1) The reactants are [NH2:1][C:2]1[CH:7]=[C:6]([O:8][C:9]([F:12])([F:11])[F:10])[CH:5]=[CH:4][C:3]=1[OH:13].[C:14](N1C=CN=C1)(N1C=CN=C1)=[O:15].CC#N.O.FC(F)(F)C(O)=O. The catalyst is O1CCCC1. The product is [F:12][C:9]([F:10])([F:11])[O:8][C:6]1[CH:5]=[CH:4][C:3]2[O:13][C:14](=[O:15])[NH:1][C:2]=2[CH:7]=1. The yield is 0.980. (2) The reactants are [F:1][CH:2]([F:29])[O:3][C:4]1[N:9]=[CH:8][C:7]([C:10]2[N:14]([CH3:15])[N:13]=[C:12]([C:16]([NH:18][C:19]3[C:24]([F:25])=[CH:23]C=[CH:21][C:20]=3[F:26])=[O:17])[CH:11]=2)=[C:6]([O:27][CH3:28])[CH:5]=1.FC1C=[N:33]C=C(F)C=1N.[Li+].C[Si]([N-][Si](C)(C)C)(C)C. The catalyst is C1COCC1. The product is [F:29][CH:2]([F:1])[O:3][C:4]1[N:9]=[CH:8][C:7]([C:10]2[N:14]([CH3:15])[N:13]=[C:12]([C:16]([NH:18][C:19]3[C:24]([F:25])=[CH:23][N:33]=[CH:21][C:20]=3[F:26])=[O:17])[CH:11]=2)=[C:6]([O:27][CH3:28])[CH:5]=1. The yield is 0.330.